From a dataset of Reaction yield outcomes from USPTO patents with 853,638 reactions. Predict the reaction yield, written as a fraction of the theoretical maximum amount of product (1.0 means a 100% yield; for example, 0.34 means a 34% yield). (1) The reactants are [CH2:1]([N:3]1[CH:7]=[C:6]([C:8]([OH:10])=O)[C:5]([CH3:11])=[N:4]1)[CH3:2].CN(C)C=O.C(Cl)(=O)C(Cl)=O.[NH2:23][C:24]1[CH:25]=[C:26]([CH:44]=[CH:45][C:46]=1[Cl:47])[O:27][C:28]1[CH:29]=[CH:30][C:31]2[N:32]([CH:34]=[C:35]([NH:37][C:38]([CH:40]3[CH2:42][CH:41]3[CH3:43])=[O:39])[N:36]=2)[N:33]=1. The catalyst is CN(C)C(=O)C.O1CCCC1. The product is [Cl:47][C:46]1[CH:45]=[CH:44][C:26]([O:27][C:28]2[CH:29]=[CH:30][C:31]3[N:32]([CH:34]=[C:35]([NH:37][C:38]([CH:40]4[CH2:42][CH:41]4[CH3:43])=[O:39])[N:36]=3)[N:33]=2)=[CH:25][C:24]=1[NH:23][C:8]([C:6]1[C:5]([CH3:11])=[N:4][N:3]([CH2:1][CH3:2])[CH:7]=1)=[O:10]. The yield is 0.280. (2) The reactants are C([NH:5][S:6]([C:9]1[S:10][C:11]([C:14]2[N:15]=[CH:16][N:17]([C:19]3[N:24]=[C:23]([C:25]([F:28])([F:27])[F:26])[CH:22]=[C:21]([C:29]4[CH:34]=[CH:33][C:32]([C:35]([F:38])([F:37])[F:36])=[CH:31][CH:30]=4)[N:20]=3)[CH:18]=2)=[CH:12][CH:13]=1)(=[O:8])=[O:7])(C)(C)C.C(O)(C(F)(F)F)=O. The catalyst is ClCCl. The product is [F:28][C:25]([F:26])([F:27])[C:23]1[CH:22]=[C:21]([C:29]2[CH:34]=[CH:33][C:32]([C:35]([F:36])([F:38])[F:37])=[CH:31][CH:30]=2)[N:20]=[C:19]([N:17]2[CH:18]=[C:14]([C:11]3[S:10][C:9]([S:6]([NH2:5])(=[O:8])=[O:7])=[CH:13][CH:12]=3)[N:15]=[CH:16]2)[N:24]=1. The yield is 0.0800. (3) The reactants are [Cl:1][C:2]1[CH:13]=[CH:12][C:5]2[NH:6][C:7](=[O:11])[O:8][C:9](=[O:10])[C:4]=2[CH:3]=1.[H-].[Na+].[F:16][C:17]1[CH:24]=[CH:23][C:20]([CH2:21]Br)=[CH:19][CH:18]=1. The catalyst is CN(C=O)C. The product is [Cl:1][C:2]1[CH:13]=[CH:12][C:5]2[N:6]([CH2:21][C:20]3[CH:23]=[CH:24][C:17]([F:16])=[CH:18][CH:19]=3)[C:7](=[O:11])[O:8][C:9](=[O:10])[C:4]=2[CH:3]=1. The yield is 0.960. (4) The reactants are [I:1][C:2]1[CH:12]=[N:11][C:5]2[NH:6][CH2:7][C:8](=[O:10])[NH:9][C:4]=2[CH:3]=1.Cl[CH2:14][C:15]1[O:16][C:17]([C:20]([F:23])([F:22])[F:21])=[CH:18][CH:19]=1. No catalyst specified. The product is [I:1][C:2]1[CH:12]=[N:11][C:5]2[NH:6][CH2:7][C:8](=[O:10])[N:9]([CH2:14][C:15]3[O:16][C:17]([C:20]([F:23])([F:22])[F:21])=[CH:18][CH:19]=3)[C:4]=2[CH:3]=1. The yield is 0.870. (5) The reactants are [CH3:1][O-:2].[Na+].Cl[C:5]1[N:10]=[N:9][C:8]([N:11]2[C:15]([C:16]3[CH:20]=[CH:19][N:18]([CH3:21])[CH:17]=3)=[CH:14][C:13]([C:22]([O:24]C)=[O:23])=[N:12]2)=[CH:7][CH:6]=1.[OH-].[Na+]. The catalyst is CO.O1CCCC1. The yield is 0.390. The product is [CH3:1][O:2][C:5]1[N:10]=[N:9][C:8]([N:11]2[C:15]([C:16]3[CH:20]=[CH:19][N:18]([CH3:21])[CH:17]=3)=[CH:14][C:13]([C:22]([OH:24])=[O:23])=[N:12]2)=[CH:7][CH:6]=1. (6) The reactants are [Cl:1][C:2]1[C:3]([CH3:24])=[C:4]([N:10]2[CH2:14][CH:13]3[C@@H:15](CS([O-])(=O)=O)[CH2:16][CH2:17][N:12]3[C:11]2=[O:23])[CH:5]=[CH:6][C:7]=1[C:8]#[N:9].[N-:25]=[N+:26]=[N-:27].[Na+]. The catalyst is CN(C=O)C. The product is [Cl:1][C:2]1[C:3]([CH3:24])=[C:4]([N:10]2[CH2:14][C@@H:13]3[C@H:15]([N:25]=[N+:26]=[N-:27])[CH2:16][CH2:17][N:12]3[C:11]2=[O:23])[CH:5]=[CH:6][C:7]=1[C:8]#[N:9]. The yield is 0.908. (7) The reactants are C[O:2][C:3](=[O:26])/[CH:4]=[CH:5]/[C:6]1[CH:7]=[C:8]2[C:22](=[CH:23][CH:24]=1)[O:21][C:11]1([CH2:16][CH2:15][N:14]([S:17]([CH3:20])(=[O:19])=[O:18])[CH2:13][CH2:12]1)[CH2:10][C:9]2=[O:25].[OH-].[Na+]. No catalyst specified. The product is [CH3:20][S:17]([N:14]1[CH2:13][CH2:12][C:11]2([CH2:10][C:9](=[O:25])[C:8]3[C:22](=[CH:23][CH:24]=[C:6](/[CH:5]=[CH:4]/[C:3]([OH:26])=[O:2])[CH:7]=3)[O:21]2)[CH2:16][CH2:15]1)(=[O:18])=[O:19]. The yield is 0.960. (8) The reactants are [CH3:24][NH:23][S:20]([C:17]1[CH:18]=[CH:19][C:14]([S:13][S:13][C:14]2[CH:19]=[CH:18][C:17]([S:20]([NH:23][CH3:24])(=[O:22])=[O:21])=[CH:16][C:15]=2[N+:25]([O-])=O)=[C:15]([N+:25]([O-])=O)[CH:16]=1)(=[O:21])=[O:22].O.O.[Sn](Cl)(Cl)(Cl)Cl.[C:38](#N)[CH2:39][C:40]#[N:41]. The catalyst is C(O)C.Cl.O. The product is [CH3:24][NH:23][S:20]([C:17]1[CH:18]=[CH:19][C:14]2[S:13][C:38]([CH2:39][C:40]#[N:41])=[N:25][C:15]=2[CH:16]=1)(=[O:21])=[O:22]. The yield is 0.0800. (9) The reactants are [O:1]1[C:3]2([CH2:8][CH2:7][O:6][CH2:5][CH2:4]2)[CH2:2]1.[NH4+:9].[OH-]. The catalyst is CO. The product is [NH2:9][CH2:2][C:3]1([OH:1])[CH2:8][CH2:7][O:6][CH2:5][CH2:4]1. The yield is 0.410. (10) The reactants are [OH:1][CH2:2][CH2:3][C@H:4]1[CH2:8][O:7][C:6]([CH3:10])([CH3:9])[N:5]1[C:11]([O:13][C:14]([CH3:17])([CH3:16])[CH3:15])=[O:12].[H-].[Na+].Cl[C:21]1[CH:26]=[CH:25][C:24]([C:27]([F:30])([F:29])[F:28])=[CH:23][N:22]=1. The catalyst is C1COCC1.C(OCC)(=O)C. The product is [C:14]([O:13][C:11]([N:5]1[C@@H:4]([CH2:3][CH2:2][O:1][C:21]2[CH:26]=[CH:25][C:24]([C:27]([F:30])([F:29])[F:28])=[CH:23][N:22]=2)[CH2:8][O:7][C:6]1([CH3:10])[CH3:9])=[O:12])([CH3:17])([CH3:16])[CH3:15]. The yield is 0.820.